From a dataset of Full USPTO retrosynthesis dataset with 1.9M reactions from patents (1976-2016). Predict the reactants needed to synthesize the given product. (1) Given the product [Cl-:4].[Cl:8][C:9]1[CH:10]=[C:11]([C:12](=[O:13])[NH:14][C:15]2[CH:20]=[CH:19][CH:18]=[CH:17][C:16]=2[CH3:21])[CH:22]=[CH:23][C:24]=1[NH3+:25], predict the reactants needed to synthesize it. The reactants are: C([Cl:4])(=O)C.C(Cl)Cl.[Cl:8][C:9]1[CH:10]=[C:11]([CH:22]=[CH:23][C:24]=1[NH:25]C=O)[C:12]([NH:14][C:15]1[CH:20]=[CH:19][CH:18]=[CH:17][C:16]=1[CH3:21])=[O:13]. (2) Given the product [OH:8][CH2:7][CH:4]1[CH2:5][CH2:6][N:1]([C:14]([O:13][C:9]([CH3:12])([CH3:11])[CH3:10])=[O:15])[CH2:2][CH2:3]1, predict the reactants needed to synthesize it. The reactants are: [NH:1]1[CH2:6][CH2:5][CH:4]([CH2:7][OH:8])[CH2:3][CH2:2]1.[C:9]([O:13][C:14](O[C:14]([O:13][C:9]([CH3:12])([CH3:11])[CH3:10])=[O:15])=[O:15])([CH3:12])([CH3:11])[CH3:10]. (3) Given the product [CH2:18]([NH:17][C:14]1[N:15]=[CH:16][C:11]2[CH:10]=[C:9]([C:3]3[C:4]([Cl:8])=[CH:5][CH:6]=[CH:7][C:2]=3[Cl:1])[N:26]([CH2:27][C@@H:28]3[CH2:33][CH2:32][CH2:31][NH:30][CH2:29]3)[C:12]=2[N:13]=1)[C:19]1[CH:24]=[CH:23][CH:22]=[CH:21][CH:20]=1, predict the reactants needed to synthesize it. The reactants are: [Cl:1][C:2]1[CH:7]=[CH:6][CH:5]=[C:4]([Cl:8])[C:3]=1[C:9]1[N:26]([CH2:27][CH:28]2[CH2:33][CH2:32][CH2:31][NH:30][CH2:29]2)[C:12]2[N:13]=[C:14]([NH:17][CH2:18][C:19]3[CH:20]=[C:21](O)[CH:22]=[CH:23][CH:24]=3)[N:15]=[CH:16][C:11]=2[CH:10]=1.C(NC1N=CC2C=C(C3C(Cl)=CC=CC=3Cl)N(C[C@@H]3CCCN(C(OC(C)(C)C)=O)C3)C=2N=1)C1C=CC=CC=1. (4) Given the product [CH3:19][C:14]1[C:13]2[CH2:12][CH2:11][CH:6]([C:20]([OH:22])=[O:21])[CH2:7][C:8](=[O:10])[C:18]=2[CH:17]=[CH:16][CH:15]=1, predict the reactants needed to synthesize it. The reactants are: C(OC([C:6]([C:20]([O:22]CC)=[O:21])([CH2:11][CH2:12][C:13]1[CH:18]=[CH:17][CH:16]=[CH:15][C:14]=1[CH3:19])[CH2:7][C:8]([OH:10])=O)=O)C.C(Cl)(=O)C(Cl)=O.O.Cl. (5) The reactants are: CN(C(ON1N=NC2C=CC=NC1=2)=[N+](C)C)C.F[P-](F)(F)(F)(F)F.[NH2:25][CH2:26][C@H:27]([OH:29])[CH3:28].[CH2:30]([N:32]([CH2:55][C:56](O)=[O:57])[C:33]([C:35]1[CH:36]=[C:37]2[C:45](=[CH:46][CH:47]=1)[N:44]([CH3:48])[C:43]1[CH2:42][CH2:41][CH:40]([CH:49]3[CH2:54][CH2:53][O:52][CH2:51][CH2:50]3)[CH2:39][C:38]2=1)=[O:34])[CH3:31]. Given the product [CH2:30]([N:32]([CH2:55][C:56]([NH:25][CH2:26][C@H:27]([OH:29])[CH3:28])=[O:57])[C:33]([C:35]1[CH:36]=[C:37]2[C:45](=[CH:46][CH:47]=1)[N:44]([CH3:48])[C:43]1[CH2:42][CH2:41][CH:40]([CH:49]3[CH2:54][CH2:53][O:52][CH2:51][CH2:50]3)[CH2:39][C:38]2=1)=[O:34])[CH3:31], predict the reactants needed to synthesize it.